From a dataset of TCR-epitope binding with 47,182 pairs between 192 epitopes and 23,139 TCRs. Binary Classification. Given a T-cell receptor sequence (or CDR3 region) and an epitope sequence, predict whether binding occurs between them. (1) The epitope is KMQRMLLEK. The TCR CDR3 sequence is CASSLGQNSGNTDTQYF. Result: 0 (the TCR does not bind to the epitope). (2) The epitope is LQPFPQPELPYPQPQ. The TCR CDR3 sequence is CASSLDISTEQYF. Result: 0 (the TCR does not bind to the epitope). (3) The epitope is LLWNGPMAV. The TCR CDR3 sequence is CSVIERTNTGELFF. Result: 0 (the TCR does not bind to the epitope). (4) The epitope is YFPLQSYGF. The TCR CDR3 sequence is CASTSGFPEQYF. Result: 0 (the TCR does not bind to the epitope). (5) The epitope is ILGLPTQTV. The TCR CDR3 sequence is CASSLMAEETQYF. Result: 1 (the TCR binds to the epitope). (6) The epitope is FADDLNQLTGY. The TCR CDR3 sequence is CASRVGQGVVGGLFF. Result: 0 (the TCR does not bind to the epitope). (7) The epitope is ARMILMTHF. The TCR CDR3 sequence is CSGWYEYF. Result: 0 (the TCR does not bind to the epitope). (8) The epitope is VSFIEFVGW. The TCR CDR3 sequence is CASSVRRGGLDGYTF. Result: 0 (the TCR does not bind to the epitope). (9) The epitope is YVLDHLIVV. The TCR CDR3 sequence is CSASGLYEQYF. Result: 0 (the TCR does not bind to the epitope).